This data is from Full USPTO retrosynthesis dataset with 1.9M reactions from patents (1976-2016). The task is: Predict the reactants needed to synthesize the given product. (1) Given the product [F:1][C:2]1[CH:3]=[C:4]([C@H:8]2[CH2:12][CH2:11][CH2:10][N:9]2[C:13]2[CH:18]=[CH:17][N:16]3[N:19]=[CH:20][C:21]([C:22]([NH:27][O:26][CH3:25])=[O:24])=[C:15]3[N:14]=2)[CH:5]=[N:6][CH:7]=1, predict the reactants needed to synthesize it. The reactants are: [F:1][C:2]1[CH:3]=[C:4]([C@H:8]2[CH2:12][CH2:11][CH2:10][N:9]2[C:13]2[CH:18]=[CH:17][N:16]3[N:19]=[CH:20][C:21]([C:22]([OH:24])=O)=[C:15]3[N:14]=2)[CH:5]=[N:6][CH:7]=1.[CH3:25][O:26][NH2:27]. (2) Given the product [CH2:9]([C:7]1[N:6]([C:11]2[CH:16]=[CH:15][C:14]([CH2:17][CH2:18][OH:19])=[CH:13][CH:12]=2)[C:5]2[CH:20]=[CH:21][C:2]([B:22]3[O:26][C:25]([CH3:28])([CH3:27])[C:24]([CH3:30])([CH3:29])[O:23]3)=[CH:3][C:4]=2[N:8]=1)[CH3:10], predict the reactants needed to synthesize it. The reactants are: Br[C:2]1[CH:21]=[CH:20][C:5]2[N:6]([C:11]3[CH:16]=[CH:15][C:14]([CH2:17][CH2:18][OH:19])=[CH:13][CH:12]=3)[C:7]([CH2:9][CH3:10])=[N:8][C:4]=2[CH:3]=1.[B:22]1([B:22]2[O:26][C:25]([CH3:28])([CH3:27])[C:24]([CH3:30])([CH3:29])[O:23]2)[O:26][C:25]([CH3:28])([CH3:27])[C:24]([CH3:30])([CH3:29])[O:23]1.CC([O-])=O.[K+].C(Cl)Cl.